This data is from Catalyst prediction with 721,799 reactions and 888 catalyst types from USPTO. The task is: Predict which catalyst facilitates the given reaction. (1) Reactant: [N:1]1[C:10]2[C:5](=[N:6][CH:7]=[CH:8][N:9]=2)[C:4]([NH:11][CH2:12][CH2:13][C:14]2[CH:19]=[CH:18][C:17]([OH:20])=[CH:16][CH:15]=2)=[N:3][CH:2]=1.N1C=CN=C1.[Si:26](Cl)([C:29]([CH3:32])([CH3:31])[CH3:30])([CH3:28])[CH3:27]. Product: [Si:26]([O:20][C:17]1[CH:18]=[CH:19][C:14]([CH2:13][CH2:12][NH:11][C:4]2[C:5]3[C:10](=[N:9][CH:8]=[CH:7][N:6]=3)[N:1]=[CH:2][N:3]=2)=[CH:15][CH:16]=1)([C:29]([CH3:32])([CH3:31])[CH3:30])([CH3:28])[CH3:27]. The catalyst class is: 18. (2) Reactant: [NH2:1][C@@H:2]1[CH2:7][CH2:6][N:5]([C:8]([O:10][C:11]([CH3:14])([CH3:13])[CH3:12])=[O:9])[CH2:4][C@H:3]1[OH:15].[C:16](=N)([C:23]1[CH:28]=[CH:27][CH:26]=[CH:25][CH:24]=1)[C:17]1[CH:22]=[CH:21][CH:20]=[CH:19][CH:18]=1.C(N(CC)CC)C. Product: [C:17]1([C:16](=[N:1][C@@H:2]2[CH2:7][CH2:6][N:5]([C:8]([O:10][C:11]([CH3:12])([CH3:14])[CH3:13])=[O:9])[CH2:4][C@H:3]2[OH:15])[C:23]2[CH:24]=[CH:25][CH:26]=[CH:27][CH:28]=2)[CH:22]=[CH:21][CH:20]=[CH:19][CH:18]=1. The catalyst class is: 11. (3) Product: [Br:1][C:2]1[CH:9]=[CH:8][C:5]([C:6]2[NH:17][CH:16]=[CH:15][N:7]=2)=[CH:4][CH:3]=1. Reactant: [Br:1][C:2]1[CH:9]=[CH:8][C:5]([C:6]#[N:7])=[CH:4][CH:3]=1.C[O-].[Na+].CO[CH:15](OC)[CH2:16][NH2:17].C(O)(=O)C.Cl. The catalyst class is: 5.